This data is from Forward reaction prediction with 1.9M reactions from USPTO patents (1976-2016). The task is: Predict the product of the given reaction. (1) Given the reactants Cl.[CH3:2][O:3][C:4]([C@H:6]1[NH:22][C:21](=[O:23])[C@H:20]([CH2:24][CH:25]([CH3:27])[CH3:26])[NH:19][C:18](=[O:28])[C@@H:17]([NH2:29])[CH2:16][C:15]2=[CH:30][CH:31]=[C:12]([CH:13]=[CH:14]2)[O:11][CH2:10][CH2:9][CH2:8][CH2:7]1)=[O:5].Cl[C:33]([O:35][CH2:36][C:37]1[CH:42]=[CH:41][CH:40]=[CH:39][CH:38]=1)=[O:34].CCN(C(C)C)C(C)C.CCOC(C)=O.C(Cl)Cl, predict the reaction product. The product is: [CH3:2][O:3][C:4]([C@H:6]1[NH:22][C:21](=[O:23])[C@H:20]([CH2:24][CH:25]([CH3:27])[CH3:26])[NH:19][C:18](=[O:28])[C@@H:17]([NH:29][C:33]([O:35][CH2:36][C:37]2[CH:42]=[CH:41][CH:40]=[CH:39][CH:38]=2)=[O:34])[CH2:16][C:15]2=[CH:30][CH:31]=[C:12]([CH:13]=[CH:14]2)[O:11][CH2:10][CH2:9][CH2:8][CH2:7]1)=[O:5]. (2) The product is: [NH2:27][C@@H:16]1[C@H:15]([CH2:8][C:9]2[CH:10]=[CH:11][CH:12]=[CH:13][CH:14]=2)[C:24]2[CH:23]=[C:22]([OH:25])[CH:21]=[CH:20][C:19]=2[CH2:18][CH2:17]1. Given the reactants [OH-].[K+].S(O)(O)(=O)=O.[CH2:8]([C@@H:15]1[C:24]2[C:19](=[CH:20][CH:21]=[C:22]([O:25]C)[CH:23]=2)[CH2:18][CH2:17][C@@H:16]1[NH2:27])[C:9]1[CH:14]=[CH:13][CH:12]=[CH:11][CH:10]=1.[CH2:8]([C@@H:15]1[C:24]2[C:19](=[CH:20][CH:21]=[C:22]([O:25]C)[CH:23]=2)[CH2:18][CH2:17][C@@H:16]1[NH2:27])[C:9]1[CH:10]=[CH:11][CH:12]=[CH:13][CH:14]=1.Br.[OH-].[NH4+], predict the reaction product. (3) Given the reactants [O:1]1[CH2:6][CH2:5][N:4]([CH2:7][CH2:8][N:9]([C:14]2[CH:22]=[CH:21][C:17]([C:18]([OH:20])=[O:19])=[CH:16][C:15]=2[O:23][CH2:24][CH2:25][O:26][CH:27]2[CH2:32][CH2:31][CH2:30][CH2:29][O:28]2)[S:10]([CH3:13])(=[O:12])=[O:11])[CH2:3][CH2:2]1.[Cl:33][C:34]1[CH:35]=[N+:36]([O-:59])[CH:37]=[C:38]([Cl:58])[C:39]=1[CH2:40][C@@H:41]([C:43]1[CH:48]=[CH:47][C:46]([O:49][CH:50]([F:52])[F:51])=[C:45]([O:53][CH2:54][CH:55]2[CH2:57][CH2:56]2)[CH:44]=1)O.C(Cl)CCl, predict the reaction product. The product is: [Cl:33][C:34]1[CH:35]=[N+:36]([O-:59])[CH:37]=[C:38]([Cl:58])[C:39]=1[CH2:40][C@@H:41]([C:43]1[CH:48]=[CH:47][C:46]([O:49][CH:50]([F:52])[F:51])=[C:45]([O:53][CH2:54][CH:55]2[CH2:57][CH2:56]2)[CH:44]=1)[O:19][C:18](=[O:20])[C:17]1[CH:21]=[CH:22][C:14]([N:9]([CH2:8][CH2:7][N:4]2[CH2:5][CH2:6][O:1][CH2:2][CH2:3]2)[S:10]([CH3:13])(=[O:12])=[O:11])=[C:15]([O:23][CH2:24][CH2:25][O:26][CH:27]2[CH2:32][CH2:31][CH2:30][CH2:29][O:28]2)[CH:16]=1. (4) Given the reactants C(OC([N:8]1[CH2:17][CH2:16][C:15]2[C:10](=[CH:11][C:12]([O:20][CH3:21])=[C:13]([O:18][CH3:19])[CH:14]=2)[CH:9]1[CH2:22][C:23]1[CH:28]=[CH:27][C:26]([C:29]2[CH:34]=[CH:33][CH:32]=[CH:31][CH:30]=2)=[CH:25][CH:24]=1)=O)(C)(C)C.F[C:36](F)(F)[C:37]([OH:39])=O.C(Cl)(=O)C.N1C=CC=CC=1, predict the reaction product. The product is: [C:26]1([C:29]2[CH:34]=[CH:33][CH:32]=[CH:31][CH:30]=2)[CH:25]=[CH:24][C:23]([CH2:22][CH:9]2[C:10]3[C:15](=[CH:14][C:13]([O:18][CH3:19])=[C:12]([O:20][CH3:21])[CH:11]=3)[CH2:16][CH2:17][N:8]2[C:37](=[O:39])[CH3:36])=[CH:28][CH:27]=1. (5) Given the reactants C(OC([N:8]1[CH2:13][CH2:12][CH:11]([O:14][C:15]2[CH:20]=[CH:19][C:18]([F:21])=[CH:17][CH:16]=2)[CH2:10][CH2:9]1)=O)(C)(C)C.FC(F)(F)C(O)=O, predict the reaction product. The product is: [F:21][C:18]1[CH:19]=[CH:20][C:15]([O:14][CH:11]2[CH2:10][CH2:9][NH:8][CH2:13][CH2:12]2)=[CH:16][CH:17]=1. (6) Given the reactants [CH3:1][O:2][C:3](=[O:31])[CH2:4][O:5][C:6]1[CH:15]=[CH:14][C:13]([F:16])=[C:12]2[C:7]=1[C:8]([O:27][CH:28]([F:30])[F:29])=[C:9]([CH2:19][C:20]1[CH:25]=[CH:24][C:23](Br)=[CH:22][CH:21]=1)[C:10]([CH2:17][CH3:18])=[N:11]2.[CH3:32][N:33]1[CH:37]=[CH:36][N:35]=[C:34]1[Sn](CCCC)(CCCC)CCCC, predict the reaction product. The product is: [CH3:1][O:2][C:3](=[O:31])[CH2:4][O:5][C:6]1[CH:15]=[CH:14][C:13]([F:16])=[C:12]2[C:7]=1[C:8]([O:27][CH:28]([F:30])[F:29])=[C:9]([CH2:19][C:20]1[CH:25]=[CH:24][C:23]([C:34]3[N:33]([CH3:32])[CH:37]=[CH:36][N:35]=3)=[CH:22][CH:21]=1)[C:10]([CH2:17][CH3:18])=[N:11]2.